From a dataset of Full USPTO retrosynthesis dataset with 1.9M reactions from patents (1976-2016). Predict the reactants needed to synthesize the given product. (1) The reactants are: [NH2:1][CH2:2][CH2:3][CH:4]([C:6]1[CH:11]=[CH:10][CH:9]=[CH:8][CH:7]=1)[OH:5].[CH3:12][C:13]([O:16][C:17](O[C:17]([O:16][C:13]([CH3:15])([CH3:14])[CH3:12])=[O:18])=[O:18])([CH3:15])[CH3:14]. Given the product [OH:5][CH:4]([C:6]1[CH:11]=[CH:10][CH:9]=[CH:8][CH:7]=1)[CH2:3][CH2:2][NH:1][C:17](=[O:18])[O:16][C:13]([CH3:15])([CH3:14])[CH3:12], predict the reactants needed to synthesize it. (2) Given the product [Cl:1][C:2]1[CH:3]=[C:4]2[C:12](=[C:13]([NH:18][C:22](=[O:23])[C:21]3[CH:25]=[CH:26][CH:27]=[N:28][C:20]=3[CH3:19])[C:14]=1[O:15][CH2:16][CH3:17])[NH:11][C:10]1[CH:9]=[N:8][CH:7]=[CH:6][C:5]2=1, predict the reactants needed to synthesize it. The reactants are: [Cl:1][C:2]1[CH:3]=[C:4]2[C:12](=[C:13]([NH2:18])[C:14]=1[O:15][CH2:16][CH3:17])[NH:11][C:10]1[CH:9]=[N:8][CH:7]=[CH:6][C:5]2=1.[CH3:19][C:20]1[N:28]=[CH:27][CH:26]=[CH:25][C:21]=1[C:22](O)=[O:23]. (3) Given the product [O:12]1[C:11]2[CH:10]=[CH:9][C:4]([C:5]([O:7][CH3:8])=[O:6])=[CH:3][C:2]=2[NH:1][CH2:21][CH2:20]1, predict the reactants needed to synthesize it. The reactants are: [NH2:1][C:2]1[CH:3]=[C:4]([CH:9]=[CH:10][C:11]=1[OH:12])[C:5]([O:7][CH3:8])=[O:6].C(=O)([O-])[O-].[K+].[K+].Br[CH:20](Br)[CH3:21]. (4) Given the product [CH3:1][O:2][C:3]1[CH:17]=[CH:16][C:6]([CH2:7][N:8]2[N:12]=[N:11][C:10]([C:13]([Cl:20])=[O:14])=[N:9]2)=[CH:5][CH:4]=1, predict the reactants needed to synthesize it. The reactants are: [CH3:1][O:2][C:3]1[CH:17]=[CH:16][C:6]([CH2:7][N:8]2[N:12]=[N:11][C:10]([C:13](O)=[O:14])=[N:9]2)=[CH:5][CH:4]=1.O=S(Cl)[Cl:20].